Dataset: CYP3A4 inhibition data for predicting drug metabolism from PubChem BioAssay. Task: Regression/Classification. Given a drug SMILES string, predict its absorption, distribution, metabolism, or excretion properties. Task type varies by dataset: regression for continuous measurements (e.g., permeability, clearance, half-life) or binary classification for categorical outcomes (e.g., BBB penetration, CYP inhibition). Dataset: cyp3a4_veith. (1) The molecule is c1ccc([C@H](c2cccc3c2ccc2ccccc23)[C@H](c2ccccc2)c2cccc3c2ccc2ccccc23)cc1. The result is 0 (non-inhibitor). (2) The molecule is C=C1CC[C@H](O)C/C1=C/C=C1\CCC[C@@]2(C)[C@H]([C@@H](C)/C=C\[C@@H](C)C(C)C)CC[C@@H]12. The result is 0 (non-inhibitor). (3) The molecule is COc1cc(N)c(Cl)cc1C(=O)N[C@@H]1CN2CCC1CC2. The result is 0 (non-inhibitor).